From a dataset of Forward reaction prediction with 1.9M reactions from USPTO patents (1976-2016). Predict the product of the given reaction. (1) Given the reactants [CH3:1][C:2]1[CH:11]=[C:10]([CH3:12])[CH:9]=[C:8]2[C:3]=1[CH2:4][CH2:5][CH2:6][C:7]2=O.Cl.[NH2:15][OH:16].O.C(=O)([O-])[O-].[Na+].[Na+], predict the reaction product. The product is: [CH3:1][C:2]1[CH:11]=[C:10]([CH3:12])[CH:9]=[C:8]2[C:3]=1[CH2:4][CH2:5][CH2:6][C:7]2=[N:15][OH:16]. (2) The product is: [Br:1][C:2]1[CH:3]=[CH:4][C:5]([C@@H:8]2[CH2:12][C@H:9]2[CH2:10][OH:11])=[CH:6][CH:7]=1. Given the reactants [Br:1][C:2]1[CH:7]=[CH:6][C:5](/[CH:8]=[CH:9]/[CH2:10][OH:11])=[CH:4][CH:3]=1.[C:12]1(C=CCO)C=CC=CC=1.N, predict the reaction product.